This data is from Reaction yield outcomes from USPTO patents with 853,638 reactions. The task is: Predict the reaction yield, written as a fraction of the theoretical maximum amount of product (1.0 means a 100% yield; for example, 0.34 means a 34% yield). (1) The reactants are O[CH:2]([C:6]1[CH:11]=[CH:10][C:9]([CH:12]([CH3:14])[CH3:13])=[CH:8][CH:7]=1)[C:3]([OH:5])=[O:4].[CH3:15][C:16]1[C:21]([CH3:22])=[CH:20][C:19]([CH3:23])=[CH:18][C:17]=1O.S(=O)(=O)(O)O. The catalyst is O. The product is [CH:12]([C:9]1[CH:10]=[CH:11][C:6]([CH:2]2[C:18]3[C:19]([CH3:23])=[CH:20][C:21]([CH3:22])=[C:16]([CH3:15])[C:17]=3[O:5][C:3]2=[O:4])=[CH:7][CH:8]=1)([CH3:14])[CH3:13]. The yield is 0.650. (2) The catalyst is C(Cl)Cl.C1C=CC(/C=C/C(/C=C/C2C=CC=CC=2)=O)=CC=1.C1C=CC(/C=C/C(/C=C/C2C=CC=CC=2)=O)=CC=1.C1C=CC(/C=C/C(/C=C/C2C=CC=CC=2)=O)=CC=1.[Pd].[Pd]. The product is [C:23]1([CH3:28])[CH:24]=[CH:25][CH:26]=[CH:27][C:22]=1[N:11]1[CH2:12][CH2:13][CH2:14][N:8]([C:1]([O:3][C:4]([CH3:7])([CH3:6])[CH3:5])=[O:2])[CH2:9][CH2:10]1. The yield is 0.480. The reactants are [C:1]([N:8]1[CH2:14][CH2:13][CH2:12][NH:11][CH2:10][CH2:9]1)([O:3][C:4]([CH3:7])([CH3:6])[CH3:5])=[O:2].O(C(C)(C)C)[Na].Br[C:22]1[CH:27]=[CH:26][CH:25]=[CH:24][C:23]=1[CH3:28]. (3) The reactants are [OH:1][CH:2]([CH2:11][OH:12])[CH2:3][S:4][CH2:5][C@@H:6]([C:8]([OH:10])=[O:9])[NH2:7].[C:13]1([CH2:26][O:27][C:28](C2CC(=O)N(O)C2=O)=[O:29])[C:25]2[CH2:24][C:23]3[C:18](=[CH:19][CH:20]=[CH:21][CH:22]=3)[C:17]=2[CH:16]=[CH:15][CH:14]=1. The catalyst is C(=O)([O-])[O-].[Na+].[Na+].C(#N)C.O. The product is [C:13]1([CH2:26][O:27][C:28]([NH:7][C@H:6]([C:8]([OH:10])=[O:9])[CH2:5][S:4][CH2:3][CH:2]([OH:1])[CH2:11][OH:12])=[O:29])[C:25]2[CH2:24][C:23]3[C:18](=[CH:19][CH:20]=[CH:21][CH:22]=3)[C:17]=2[CH:16]=[CH:15][CH:14]=1. The yield is 0.638. (4) The reactants are Br[C:2]1[N:3]=[C:4]2[C:10]([C:11]([NH:13][C:14]([CH3:17])([CH3:16])[CH3:15])=[O:12])=[CH:9][N:8]([CH2:18][O:19][CH2:20][CH2:21][Si:22]([CH3:25])([CH3:24])[CH3:23])[C:5]2=[N:6][CH:7]=1.[NH2:26][C:27]1[CH:32]=[CH:31][C:30]([CH3:33])=[CH:29][CH:28]=1.C1C=CC(P(C2C(C3C(P(C4C=CC=CC=4)C4C=CC=CC=4)=CC=C4C=3C=CC=C4)=C3C(C=CC=C3)=CC=2)C2C=CC=CC=2)=CC=1.CC(C)([O-])C.[Na+]. The catalyst is CN(C=O)C.C1(C)C=CC=CC=1.O.C([O-])(=O)C.[Pd+2].C([O-])(=O)C. The product is [C:14]([NH:13][C:11]([C:10]1[C:4]2[C:5](=[N:6][CH:7]=[C:2]([NH:26][C:27]3[CH:32]=[CH:31][C:30]([CH3:33])=[CH:29][CH:28]=3)[N:3]=2)[N:8]([CH2:18][O:19][CH2:20][CH2:21][Si:22]([CH3:25])([CH3:24])[CH3:23])[CH:9]=1)=[O:12])([CH3:17])([CH3:16])[CH3:15]. The yield is 0.330. (5) The reactants are Br[C:2]1[CH:7]=[C:6]([O:8][CH3:9])[CH:5]=[C:4]([CH3:10])[C:3]=1[O:11][CH3:12].CO[C:15]1C=CC(O)=C(C)[CH:16]=1.C1(P(C2CCCCC2)C2C=CC=CC=2C2C(C(C)C)=CC(C(C)C)=CC=2C(C)C)CCCCC1.C(=O)([O-])[O-].[Cs+].[Cs+].[C:63]([Si:65]([CH3:68])([CH3:67])[CH3:66])#[CH:64]. The catalyst is [Pd](Cl)Cl.C(#N)C.C(#N)C.C(#N)CC. The product is [CH3:12][O:11][C:3]1[C:4]([CH3:10])=[CH:5][C:6]([O:8][CH3:9])=[CH:7][C:2]=1[C:64]#[C:63][Si:65]([CH3:68])([CH3:67])[CH3:66].[C:15]([C:2]1[CH:7]=[C:6]([O:8][CH3:9])[CH:5]=[C:4]([CH3:10])[C:3]=1[O:11][CH3:12])#[CH:16]. The yield is 0.190. (6) The reactants are [C:1]([CH:9]1[O:14][CH2:13][CH2:12][N:11](CC2C=CC=CC=2)[CH2:10]1)(=[O:8])[C:2]1[CH:7]=[CH:6][CH:5]=[CH:4][CH:3]=1.[Cl:22]COC(Cl)=O. The catalyst is ClCCCl. The product is [ClH:22].[C:1]([CH:9]1[O:14][CH2:13][CH2:12][NH:11][CH2:10]1)(=[O:8])[C:2]1[CH:3]=[CH:4][CH:5]=[CH:6][CH:7]=1. The yield is 0.670. (7) The reactants are [Cl:1][C:2]1[N:7]=[C:6]([C:8]2[CH:9]=[N:10][NH:11][CH:12]=2)[N:5]2[CH:13]=[CH:14][N:15]=[C:4]2[CH:3]=1.[CH2:16]1[C:19]2([CH2:22][CH2:21][CH2:20]2)[CH2:18][C:17]1=[CH:23][C:24]#[N:25].C1CCN2C(=NCCC2)CC1. The catalyst is CC#N. The product is [Cl:1][C:2]1[N:7]=[C:6]([C:8]2[CH:12]=[N:11][N:10]([C:17]3([CH2:23][C:24]#[N:25])[CH2:18][C:19]4([CH2:22][CH2:21][CH2:20]4)[CH2:16]3)[CH:9]=2)[N:5]2[CH:13]=[CH:14][N:15]=[C:4]2[CH:3]=1. The yield is 0.810.